From a dataset of Cav3 T-type calcium channel HTS with 100,875 compounds. Binary Classification. Given a drug SMILES string, predict its activity (active/inactive) in a high-throughput screening assay against a specified biological target. (1) The molecule is s1c2c(c(C(=O)N3CCCCCC3)c1)cccc2. The result is 0 (inactive). (2) The compound is O=C(NCCCN(CC)CC)c1nn(c(=O)c2c1cccc2)c1c(OC)cc(OC)cc1. The result is 0 (inactive). (3) The drug is S(=O)(=O)(N1CCC(CC1)C(=O)NCCCN(CC)c1cc(ccc1)C)c1c([nH]c(=O)[nH]c1=O)C. The result is 0 (inactive). (4) The drug is Brc1c(nn(c1)C)C(=O)N\N=C(\c1cc(NC(=O)C(C)(C)C)ccc1)C. The result is 0 (inactive). (5) The drug is Clc1c(Cn2nnc3c(NCC4CC4)ncnc23)cccc1. The result is 0 (inactive). (6) The drug is O1CCN(C(=O)N2CCN(CC2)Cc2ccccc2)CC1. The result is 0 (inactive).